The task is: Predict the product of the given reaction.. This data is from Forward reaction prediction with 1.9M reactions from USPTO patents (1976-2016). (1) The product is: [ClH:1].[CH2:2]([S:4]([C:7]1[CH:8]=[CH:9][C:10]([C:13]2[C:14]([O:25][C:26]3[CH:40]=[CH:39][C:29]([O:30][CH2:31][CH2:32][N:33]4[CH2:38][CH2:37][CH2:36][CH2:35][CH2:34]4)=[CH:28][CH:27]=3)=[C:15]3[C:20](=[CH:21][CH:22]=2)[CH:19]=[C:18]([OH:23])[CH:17]=[CH:16]3)=[CH:11][CH:12]=1)(=[O:5])=[O:6])[CH3:3]. Given the reactants [ClH:1].[CH2:2]([S:4]([C:7]1[CH:12]=[CH:11][C:10]([C:13]2[CH:22]=[CH:21][C:20]3[C:15](=[CH:16][CH:17]=[C:18]([O:23]C)[CH:19]=3)[C:14]=2[O:25][C:26]2[CH:40]=[CH:39][C:29]([O:30][CH2:31][CH2:32][N:33]3[CH2:38][CH2:37][CH2:36][CH2:35][CH2:34]3)=[CH:28][CH:27]=2)=[CH:9][CH:8]=1)(=[O:6])=[O:5])[CH3:3].C(S(C1C=CC(C2C(OC3C=CC(OCCN4CCCCC4)=CC=3)=C3C(=CC=2)C=C(O)C=C3)=CC=1)(=O)=O)C.Cl, predict the reaction product. (2) Given the reactants [CH2:1]([C:3]1[C:8](=[O:9])[NH:7][C:6]([CH3:10])=[C:5]([C:11]2[S:15][C:14]([S:16]([Cl:19])(=[O:18])=[O:17])=[CH:13][CH:12]=2)[CH:4]=1)[CH3:2].[N:20]1[CH:25]=[CH:24][CH:23]=[CH:22][C:21]=1[CH:26]([NH2:28])[CH3:27], predict the reaction product. The product is: [ClH:19].[N:20]1[CH:25]=[CH:24][CH:23]=[CH:22][C:21]=1[CH:26]([NH:28][S:16]([C:14]1[S:15][C:11]([C:5]2[CH:4]=[C:3]([CH2:1][CH3:2])[C:8](=[O:9])[NH:7][C:6]=2[CH3:10])=[CH:12][CH:13]=1)(=[O:18])=[O:17])[CH3:27]. (3) Given the reactants [CH2:1]([O:4][C@@H:5]1[C@H:9]([OH:10])[C@@H:8]([CH2:11][OH:12])[O:7][C@H:6]1[N:13]1[C:23]2[N:22]=[C:20]([NH2:21])[NH:19][C:17](=[O:18])[C:16]=2[N:15]=[CH:14]1)[CH2:2][CH3:3].C[Si](Cl)(C)C.[C:29](Cl)(=[O:33])[CH:30]([CH3:32])[CH3:31].[NH4+].[OH-], predict the reaction product. The product is: [C:29]([NH:21][C:20]1[NH:19][C:17](=[O:18])[C:16]2[N:15]=[CH:14][N:13]([C:23]=2[N:22]=1)[C@@H:6]1[O:7][C@H:8]([CH2:11][OH:12])[C@@H:9]([OH:10])[C@H:5]1[O:4][CH2:1][CH2:2][CH3:3])(=[O:33])[CH:30]([CH3:32])[CH3:31]. (4) Given the reactants [F:1][C:2]1[CH:11]=[C:10]([C:12]2[N:17]=[N:16][C:15]([NH:18][NH2:19])=[N:14][CH:13]=2)[CH:9]=[CH:8][C:3]=1[C:4]([O:6][CH3:7])=[O:5].[N:20]1[C:29]2[C:24](=[CH:25][C:26]([C:30]3([CH:33]=O)[CH2:32][CH2:31]3)=[CH:27][CH:28]=2)[CH:23]=[CH:22][CH:21]=1.C(O)(=O)C.C(O)(=O)C.IC1C=CC=CC=1, predict the reaction product. The product is: [F:1][C:2]1[CH:11]=[C:10]([C:12]2[CH:13]=[N:14][C:15]3[N:16]([C:33]([C:30]4([C:26]5[CH:25]=[C:24]6[C:29](=[CH:28][CH:27]=5)[N:20]=[CH:21][CH:22]=[CH:23]6)[CH2:32][CH2:31]4)=[N:19][N:18]=3)[N:17]=2)[CH:9]=[CH:8][C:3]=1[C:4]([O:6][CH3:7])=[O:5]. (5) Given the reactants [OH:1][B:2]1[CH:7]([NH:8][C:9](=[O:16])[CH2:10][NH:11][C:12]([O:14][CH3:15])=[O:13])[CH2:6][C:5]2[CH:17]=[CH:18][CH:19]=[C:20]([C:21]([OH:23])=[O:22])[C:4]=2[O:3]1.[CH2:24](O)[CH3:25], predict the reaction product. The product is: [CH2:24]([O:22][C:21]([C:20]1[C:4]2[O:3][B:2]([OH:1])[C@@H:7]([NH:8][C:9](=[O:16])[CH2:10][NH:11][C:12]([O:14][CH3:15])=[O:13])[CH2:6][C:5]=2[CH:17]=[CH:18][CH:19]=1)=[O:23])[CH3:25]. (6) Given the reactants [NH2:1][C:2]1[N:19]=[C:5]2[CH:6]=[N:7][C:8]([C:10]3[CH:11]=[C:12]([CH:16]=[CH:17][CH:18]=3)[C:13]([OH:15])=[O:14])=[CH:9][N:4]2[N:3]=1.S(Cl)(Cl)=O.[CH2:24](O)[CH3:25], predict the reaction product. The product is: [NH2:1][C:2]1[N:19]=[C:5]2[CH:6]=[N:7][C:8]([C:10]3[CH:11]=[C:12]([CH:16]=[CH:17][CH:18]=3)[C:13]([O:15][CH2:24][CH3:25])=[O:14])=[CH:9][N:4]2[N:3]=1. (7) Given the reactants [NH2:1][CH2:2][CH2:3][CH2:4][CH2:5][N:6]([CH2:16][C:17]1[C:22]([C:23]([O:26][C:27](=[O:29])[CH3:28])([CH3:25])[CH3:24])=[CH:21][CH:20]=[CH:19][N:18]=1)[CH2:7][C:8]1[C:13]([CH3:14])=[CH:12][C:11]([CH3:15])=[CH:10][N:9]=1.O[C:31]1[N:39]=[CH:38][CH:37]=[CH:36][C:32]=1[C:33](O)=[O:34].CCN=C=NCCCN(C)C.C1C=CC2N([OH:60])N=NC=2C=1.CCN(C(C)C)C(C)C, predict the reaction product. The product is: [NH4+:1].[OH-:26].[CH3:14][C:13]1[C:8]([CH2:7][N:6]([CH2:16][C:17]2[C:22]([C:23]([O:26][C:27](=[O:29])[CH3:28])([CH3:25])[CH3:24])=[CH:21][CH:20]=[CH:19][N:18]=2)[CH2:5][CH2:4][CH2:3][CH2:2][NH:1][C:33]([C:32]2[CH:31]=[N:39][C:38]([OH:60])=[CH:37][CH:36]=2)=[O:34])=[N:9][CH:10]=[C:11]([CH3:15])[CH:12]=1.